This data is from Reaction yield outcomes from USPTO patents with 853,638 reactions. The task is: Predict the reaction yield, written as a fraction of the theoretical maximum amount of product (1.0 means a 100% yield; for example, 0.34 means a 34% yield). (1) The reactants are [CH2:1]([O:3][C:4](=[O:14])[C:5]1[CH:10]=[C:9](Br)[CH:8]=[N:7][C:6]=1[NH:12][CH3:13])[CH3:2].C(=O)([O-])[O-].[K+].[K+].[C:21]1(B(O)O)[CH:26]=[CH:25][CH:24]=[CH:23][CH:22]=1.O1CCOCC1. The catalyst is O. The product is [CH2:1]([O:3][C:4](=[O:14])[C:5]1[CH:10]=[C:9]([C:21]2[CH:26]=[CH:25][CH:24]=[CH:23][CH:22]=2)[CH:8]=[N:7][C:6]=1[NH:12][CH3:13])[CH3:2]. The yield is 0.440. (2) The reactants are Cl.Cl.[N:3]1([CH:9]([CH3:12])[CH2:10][OH:11])[CH2:8][CH2:7][NH:6][CH2:5][CH2:4]1.C(N(C(C)C)C(C)C)C.[CH3:22][O:23][C:24]1[CH:25]=[C:26]([CH2:32][CH2:33][C:34]2[CH:35]=[C:36]([NH:39][C:40](=[O:48])[C:41]3[CH:46]=[CH:45][C:44](F)=[CH:43][CH:42]=3)[NH:37][N:38]=2)[CH:27]=[C:28]([O:30][CH3:31])[CH:29]=1. The catalyst is CS(C)=O. The product is [CH3:31][O:30][C:28]1[CH:27]=[C:26]([CH2:32][CH2:33][C:34]2[CH:35]=[C:36]([NH:39][C:40](=[O:48])[C:41]3[CH:42]=[CH:43][C:44]([N:6]4[CH2:7][CH2:8][N:3]([CH:9]([CH3:12])[CH2:10][OH:11])[CH2:4][CH2:5]4)=[CH:45][CH:46]=3)[NH:37][N:38]=2)[CH:25]=[C:24]([O:23][CH3:22])[CH:29]=1. The yield is 0.154. (3) The reactants are [Br:1][C:2]1[CH:6]=[N:5][N:4]([CH3:7])[C:3]=1[C:8]1[CH:9]=[C:10]([NH2:16])[CH:11]=[CH:12][C:13]=1[O:14][CH3:15].[C:17]([C:20]1[CH:21]=[C:22]([N:26]=[C:27]=[O:28])[CH:23]=[CH:24][CH:25]=1)(=[O:19])[CH3:18]. The catalyst is C(Cl)Cl. The product is [C:17]([C:20]1[CH:21]=[C:22]([NH:26][C:27]([NH:16][C:10]2[CH:11]=[CH:12][C:13]([O:14][CH3:15])=[C:8]([C:3]3[N:4]([CH3:7])[N:5]=[CH:6][C:2]=3[Br:1])[CH:9]=2)=[O:28])[CH:23]=[CH:24][CH:25]=1)(=[O:19])[CH3:18]. The yield is 0.790. (4) The reactants are [CH3:1][C:2]1([CH3:13])[O:6][CH:5]([CH2:7][NH:8][S:9]([CH3:12])(=[O:11])=[O:10])[CH2:4][O:3]1.[H-].[Na+].[Cl:16][C:17]1[N:22]=[C:21]([C:23]([O:25][CH3:26])=[O:24])[CH:20]=[C:19](Cl)[N:18]=1.O. The catalyst is CN(C=O)C. The product is [Cl:16][C:17]1[N:22]=[C:21]([C:23]([O:25][CH3:26])=[O:24])[CH:20]=[C:19]([N:8]([CH2:7][CH:5]2[CH2:4][O:3][C:2]([CH3:13])([CH3:1])[O:6]2)[S:9]([CH3:12])(=[O:10])=[O:11])[N:18]=1. The yield is 0.570.